Dataset: Forward reaction prediction with 1.9M reactions from USPTO patents (1976-2016). Task: Predict the product of the given reaction. Given the reactants [CH2:1]([O:3][C:4](=[O:7])[CH2:5]Br)[CH3:2].[CH:8]12[CH2:17][CH:12]([CH2:13][C:14](=[O:16])[CH2:15]1)[CH2:11][C:10](=[O:18])[CH2:9]2.[NH4+].[Cl-].C(Cl)Cl, predict the reaction product. The product is: [OH:18][C:10]12[CH2:11][CH:12]3[CH2:17][CH:8]([CH2:15][C:14]([CH2:5][C:4]([O:3][CH2:1][CH3:2])=[O:7])([CH2:13]3)[O:16]1)[CH2:9]2.